This data is from TCR-epitope binding with 47,182 pairs between 192 epitopes and 23,139 TCRs. The task is: Binary Classification. Given a T-cell receptor sequence (or CDR3 region) and an epitope sequence, predict whether binding occurs between them. (1) The epitope is KLMNIQQKL. The TCR CDR3 sequence is CASSPNRWTEAFF. Result: 0 (the TCR does not bind to the epitope). (2) The epitope is QARQMVQAMRTIGTHP. The TCR CDR3 sequence is CASSFPSGGVFSQYF. Result: 0 (the TCR does not bind to the epitope). (3) The epitope is KLNVGDYFV. The TCR CDR3 sequence is CASSLLADYNEQFF. Result: 0 (the TCR does not bind to the epitope). (4) The epitope is GLNKIVRMY. The TCR CDR3 sequence is CASSSPTTSEETQYF. Result: 0 (the TCR does not bind to the epitope).